Dataset: NCI-60 drug combinations with 297,098 pairs across 59 cell lines. Task: Regression. Given two drug SMILES strings and cell line genomic features, predict the synergy score measuring deviation from expected non-interaction effect. (1) Drug 1: CC1C(C(CC(O1)OC2CC(CC3=C2C(=C4C(=C3O)C(=O)C5=C(C4=O)C(=CC=C5)OC)O)(C(=O)C)O)N)O.Cl. Drug 2: CCC1(CC2CC(C3=C(CCN(C2)C1)C4=CC=CC=C4N3)(C5=C(C=C6C(=C5)C78CCN9C7C(C=CC9)(C(C(C8N6C=O)(C(=O)OC)O)OC(=O)C)CC)OC)C(=O)OC)O.OS(=O)(=O)O. Cell line: OVCAR-4. Synergy scores: CSS=9.47, Synergy_ZIP=-3.11, Synergy_Bliss=-2.24, Synergy_Loewe=-1.13, Synergy_HSA=-0.508. (2) Drug 1: CC1=C(C=C(C=C1)NC(=O)C2=CC=C(C=C2)CN3CCN(CC3)C)NC4=NC=CC(=N4)C5=CN=CC=C5. Drug 2: CCC1(CC2CC(C3=C(CCN(C2)C1)C4=CC=CC=C4N3)(C5=C(C=C6C(=C5)C78CCN9C7C(C=CC9)(C(C(C8N6C)(C(=O)OC)O)OC(=O)C)CC)OC)C(=O)OC)O.OS(=O)(=O)O. Cell line: SR. Synergy scores: CSS=50.3, Synergy_ZIP=5.15, Synergy_Bliss=-0.182, Synergy_Loewe=-38.9, Synergy_HSA=-0.373. (3) Drug 1: CC(C1=C(C=CC(=C1Cl)F)Cl)OC2=C(N=CC(=C2)C3=CN(N=C3)C4CCNCC4)N. Drug 2: C1CCC(C1)C(CC#N)N2C=C(C=N2)C3=C4C=CNC4=NC=N3. Cell line: SNB-19. Synergy scores: CSS=1.97, Synergy_ZIP=0.360, Synergy_Bliss=0.620, Synergy_Loewe=-6.31, Synergy_HSA=-2.45. (4) Drug 1: COC1=CC(=CC(=C1O)OC)C2C3C(COC3=O)C(C4=CC5=C(C=C24)OCO5)OC6C(C(C7C(O6)COC(O7)C8=CC=CS8)O)O. Drug 2: C#CCC(CC1=CN=C2C(=N1)C(=NC(=N2)N)N)C3=CC=C(C=C3)C(=O)NC(CCC(=O)O)C(=O)O. Cell line: SF-295. Synergy scores: CSS=53.1, Synergy_ZIP=6.86, Synergy_Bliss=3.08, Synergy_Loewe=5.24, Synergy_HSA=4.89. (5) Synergy scores: CSS=42.0, Synergy_ZIP=-6.29, Synergy_Bliss=-3.57, Synergy_Loewe=-3.80, Synergy_HSA=-0.437. Drug 1: C1C(C(OC1N2C=C(C(=O)NC2=O)F)CO)O. Drug 2: CCC1=C2CN3C(=CC4=C(C3=O)COC(=O)C4(CC)O)C2=NC5=C1C=C(C=C5)O. Cell line: SF-539. (6) Drug 1: CC1=C(N=C(N=C1N)C(CC(=O)N)NCC(C(=O)N)N)C(=O)NC(C(C2=CN=CN2)OC3C(C(C(C(O3)CO)O)O)OC4C(C(C(C(O4)CO)O)OC(=O)N)O)C(=O)NC(C)C(C(C)C(=O)NC(C(C)O)C(=O)NCCC5=NC(=CS5)C6=NC(=CS6)C(=O)NCCC[S+](C)C)O. Drug 2: COC1=C2C(=CC3=C1OC=C3)C=CC(=O)O2. Cell line: OVCAR-5. Synergy scores: CSS=25.3, Synergy_ZIP=3.74, Synergy_Bliss=0.535, Synergy_Loewe=-12.0, Synergy_HSA=0.974. (7) Drug 1: CC1=C2C(C(=O)C3(C(CC4C(C3C(C(C2(C)C)(CC1OC(=O)C(C(C5=CC=CC=C5)NC(=O)OC(C)(C)C)O)O)OC(=O)C6=CC=CC=C6)(CO4)OC(=O)C)O)C)O. Drug 2: CC=C1C(=O)NC(C(=O)OC2CC(=O)NC(C(=O)NC(CSSCCC=C2)C(=O)N1)C(C)C)C(C)C. Cell line: NCI-H522. Synergy scores: CSS=21.5, Synergy_ZIP=-1.07, Synergy_Bliss=-1.93, Synergy_Loewe=-26.3, Synergy_HSA=-1.02.